The task is: Regression. Given a peptide amino acid sequence and an MHC pseudo amino acid sequence, predict their binding affinity value. This is MHC class I binding data.. This data is from Peptide-MHC class I binding affinity with 185,985 pairs from IEDB/IMGT. (1) The peptide sequence is TPGPGTRYPL. The MHC is HLA-A33:01 with pseudo-sequence HLA-A33:01. The binding affinity (normalized) is 0.0695. (2) The peptide sequence is MTYKAAVL. The MHC is HLA-A02:02 with pseudo-sequence HLA-A02:02. The binding affinity (normalized) is 0.149. (3) The peptide sequence is YVIDVSARV. The MHC is Patr-B0101 with pseudo-sequence Patr-B0101. The binding affinity (normalized) is 0.132.